From a dataset of NCI-60 drug combinations with 297,098 pairs across 59 cell lines. Regression. Given two drug SMILES strings and cell line genomic features, predict the synergy score measuring deviation from expected non-interaction effect. (1) Cell line: OVCAR-4. Synergy scores: CSS=-3.97, Synergy_ZIP=0.871, Synergy_Bliss=-1.35, Synergy_Loewe=-14.0, Synergy_HSA=-4.78. Drug 1: COC1=NC(=NC2=C1N=CN2C3C(C(C(O3)CO)O)O)N. Drug 2: C1=NNC2=C1C(=O)NC=N2. (2) Cell line: HCC-2998. Drug 2: C#CCC(CC1=CN=C2C(=N1)C(=NC(=N2)N)N)C3=CC=C(C=C3)C(=O)NC(CCC(=O)O)C(=O)O. Drug 1: C1=CC(=CC=C1C#N)C(C2=CC=C(C=C2)C#N)N3C=NC=N3. Synergy scores: CSS=34.7, Synergy_ZIP=1.11, Synergy_Bliss=-2.49, Synergy_Loewe=-6.81, Synergy_HSA=-5.02. (3) Drug 1: CC12CCC3C(C1CCC2=O)CC(=C)C4=CC(=O)C=CC34C. Drug 2: C1CN(CCN1C(=O)CCBr)C(=O)CCBr. Cell line: SF-295. Synergy scores: CSS=43.6, Synergy_ZIP=-9.53, Synergy_Bliss=-1.11, Synergy_Loewe=-5.71, Synergy_HSA=1.11. (4) Drug 1: CC12CCC(CC1=CCC3C2CCC4(C3CC=C4C5=CN=CC=C5)C)O. Drug 2: CN1C2=C(C=C(C=C2)N(CCCl)CCCl)N=C1CCCC(=O)O.Cl. Cell line: RPMI-8226. Synergy scores: CSS=18.2, Synergy_ZIP=5.35, Synergy_Bliss=2.29, Synergy_Loewe=-24.0, Synergy_HSA=-2.34. (5) Cell line: U251. Synergy scores: CSS=45.7, Synergy_ZIP=-3.30, Synergy_Bliss=-3.84, Synergy_Loewe=-5.28, Synergy_HSA=-3.47. Drug 2: C(CCl)NC(=O)N(CCCl)N=O. Drug 1: CC1C(C(=O)NC(C(=O)N2CCCC2C(=O)N(CC(=O)N(C(C(=O)O1)C(C)C)C)C)C(C)C)NC(=O)C3=C4C(=C(C=C3)C)OC5=C(C(=O)C(=C(C5=N4)C(=O)NC6C(OC(=O)C(N(C(=O)CN(C(=O)C7CCCN7C(=O)C(NC6=O)C(C)C)C)C)C(C)C)C)N)C. (6) Drug 1: C1=C(C(=O)NC(=O)N1)F. Drug 2: CN1C(=O)N2C=NC(=C2N=N1)C(=O)N. Cell line: TK-10. Synergy scores: CSS=25.4, Synergy_ZIP=6.79, Synergy_Bliss=6.32, Synergy_Loewe=-1.23, Synergy_HSA=3.94. (7) Drug 1: CS(=O)(=O)OCCCCOS(=O)(=O)C. Drug 2: CC1C(C(CC(O1)OC2CC(CC3=C2C(=C4C(=C3O)C(=O)C5=C(C4=O)C(=CC=C5)OC)O)(C(=O)CO)O)N)O.Cl. Cell line: NCI-H226. Synergy scores: CSS=40.8, Synergy_ZIP=1.34, Synergy_Bliss=-0.563, Synergy_Loewe=-33.5, Synergy_HSA=-0.164. (8) Drug 2: C1CCC(C(C1)N)N.C(=O)(C(=O)[O-])[O-].[Pt+4]. Drug 1: CC12CCC(CC1=CCC3C2CCC4(C3CC=C4C5=CN=CC=C5)C)O. Cell line: HCT-15. Synergy scores: CSS=11.0, Synergy_ZIP=-1.96, Synergy_Bliss=7.80, Synergy_Loewe=4.32, Synergy_HSA=6.23.